This data is from Reaction yield outcomes from USPTO patents with 853,638 reactions. The task is: Predict the reaction yield, written as a fraction of the theoretical maximum amount of product (1.0 means a 100% yield; for example, 0.34 means a 34% yield). (1) The yield is 0.760. The catalyst is CN(C)C(=O)C. The product is [CH:18]1([C:16]([NH:15][C:13]2[N:14]=[C:9]3[CH:8]=[CH:7][C:6]([O:5][C:4]4[CH:3]=[C:2]([NH:1][C:30]([C:28]5[N:29]=[C:25]([CH3:24])[O:26][C:27]=5[CH3:33])=[O:31])[CH:23]=[CH:22][CH:21]=4)=[N:11][N:10]3[CH:12]=2)=[O:17])[CH2:20][CH2:19]1. The reactants are [NH2:1][C:2]1[CH:3]=[C:4]([CH:21]=[CH:22][CH:23]=1)[O:5][C:6]1[CH:7]=[CH:8][C:9]2[N:10]([CH:12]=[C:13]([NH:15][C:16]([CH:18]3[CH2:20][CH2:19]3)=[O:17])[N:14]=2)[N:11]=1.[CH3:24][C:25]1[O:26][C:27]([CH3:33])=[C:28]([C:30](Cl)=[O:31])[N:29]=1.C(OCC)(=O)C.O1CCCC1.C(=O)([O-])O.[Na+]. (2) The reactants are Br[C:2]1[CH:3]=[C:4]2[C:10]([C:11]([C:13]3[CH:18]=[CH:17][CH:16]=[CH:15][CH:14]=3)=[O:12])=[CH:9][NH:8][C:5]2=[N:6][CH:7]=1.[OH:19][C:20]1[CH:21]=[C:22](B(O)O)[CH:23]=[CH:24][CH:25]=1.C(#N)C.C(=O)([O-])[O-].[Na+].[Na+]. The catalyst is O.CN(C=O)C.Cl[Pd-2](Cl)(P(C1C=CC=CC=1)(C1C=CC=CC=1)C1C=CC=CC=1)P(C1C=CC=CC=1)(C1C=CC=CC=1)C1C=CC=CC=1. The product is [OH:19][C:20]1[CH:25]=[C:24]([C:2]2[CH:3]=[C:4]3[C:10]([C:11]([C:13]4[CH:18]=[CH:17][CH:16]=[CH:15][CH:14]=4)=[O:12])=[CH:9][NH:8][C:5]3=[N:6][CH:7]=2)[CH:23]=[CH:22][CH:21]=1. The yield is 0.710. (3) The reactants are [N:1]1([CH2:6][CH2:7][CH2:8][O:9][C:10]2[CH:18]=[CH:17][C:16]3[N:15]4[CH2:19][CH2:20][CH2:21][NH:22][C:23](=[O:24])[C:14]4=[CH:13][C:12]=3[CH:11]=2)[CH2:5][CH2:4][CH2:3][CH2:2]1.[CH3:25][O:26][CH2:27][CH2:28]Br.[H-].[Na+]. No catalyst specified. The product is [CH3:25][O:26][CH2:27][CH2:28][N:22]1[CH2:21][CH2:20][CH2:19][N:15]2[C:16]3[CH:17]=[CH:18][C:10]([O:9][CH2:8][CH2:7][CH2:6][N:1]4[CH2:5][CH2:4][CH2:3][CH2:2]4)=[CH:11][C:12]=3[CH:13]=[C:14]2[C:23]1=[O:24]. The yield is 0.150. (4) The reactants are [C:1]([C:5]1[CH:13]=[CH:12][C:8]([C:9]([NH2:11])=[O:10])=[CH:7][CH:6]=1)([CH3:4])([CH3:3])[CH3:2].[CH2:14]([O:16][C:17](=[O:24])[CH2:18][C:19](=O)[CH:20](Br)[CH3:21])[CH3:15].C1(C)C=CC(S(O)(=O)=O)=CC=1. The catalyst is C(O)C.C(OCC)(=O)C. The product is [CH2:14]([O:16][C:17](=[O:24])[CH2:18][C:19]1[N:11]=[C:9]([C:8]2[CH:7]=[CH:6][C:5]([C:1]([CH3:4])([CH3:2])[CH3:3])=[CH:13][CH:12]=2)[O:10][C:20]=1[CH3:21])[CH3:15]. The yield is 0.140. (5) The reactants are [OH:1][C:2]1[C:3](=[O:8])[NH:4][CH:5]=[CH:6][CH:7]=1.N1C=CN=C1.[Si:14](Cl)([C:17]([CH3:20])([CH3:19])[CH3:18])([CH3:16])[CH3:15].O. The catalyst is CN(C)C=O. The product is [Si:14]([O:1][C:2]1[C:3](=[O:8])[NH:4][CH:5]=[CH:6][CH:7]=1)([C:17]([CH3:20])([CH3:19])[CH3:18])([CH3:16])[CH3:15]. The yield is 0.530. (6) The reactants are [OH:1][CH2:2][C@@H:3]([C@H:5]([C@@H:7]([C@@H:9]([CH2:11][OH:12])[OH:10])[OH:8])[OH:6])[OH:4].C1(O)C(O)C(O)C(O)C(O)C1O. The catalyst is OC[C@@H]([C@H]([C@@H]([C@@H](CO)O)O)O)O. The product is [C@H:5]1([OH:6])[CH:3]([OH:4])[C@@H:2]([OH:1])[C@H:11]([OH:12])[C:9](=[O:10])[C@@H:7]1[OH:8]. The yield is 0.690.